Dataset: Full USPTO retrosynthesis dataset with 1.9M reactions from patents (1976-2016). Task: Predict the reactants needed to synthesize the given product. Given the product [Cl:1][C:2]1[C:3]2[N:4]([C:8]([CH:27]3[CH2:30][CH:29]([CH2:31][OH:41])[CH2:28]3)=[N:9][C:10]=2[C:11]2[CH:20]=[C:19]3[C:14]([CH:15]=[CH:16][C:17]([C:21]4[CH:26]=[CH:25][CH:24]=[CH:23][CH:22]=4)=[N:18]3)=[CH:13][CH:12]=2)[CH:5]=[CH:6][N:7]=1, predict the reactants needed to synthesize it. The reactants are: [Cl:1][C:2]1[C:3]2[N:4]([C:8]([CH:27]3[CH2:30][C:29](=[CH2:31])[CH2:28]3)=[N:9][C:10]=2[C:11]2[CH:20]=[C:19]3[C:14]([CH:15]=[CH:16][C:17]([C:21]4[CH:26]=[CH:25][CH:24]=[CH:23][CH:22]=4)=[N:18]3)=[CH:13][CH:12]=2)[CH:5]=[CH:6][N:7]=1.B1C2CCCC1CCC2.[OH-:41].[Na+].OO.